Dataset: Forward reaction prediction with 1.9M reactions from USPTO patents (1976-2016). Task: Predict the product of the given reaction. (1) Given the reactants [NH:1]1[CH2:6][CH2:5][C:4](=[CH:7][C:8]2[CH:9]=[C:10]([CH:24]=[CH:25][CH:26]=2)[O:11][C:12]2[CH:17]=[CH:16][C:15]([O:18][CH2:19][C:20]([F:23])([F:22])[F:21])=[CH:14][N:13]=2)[CH2:3][CH2:2]1.[N:27]1[CH:32]=[CH:31][CH:30]=[C:29]([NH:33][C:34](=O)[O:35]C2C=CC=CC=2)[N:28]=1.C(N(CC)CC)C, predict the reaction product. The product is: [F:22][C:20]([F:23])([F:21])[CH2:19][O:18][C:15]1[CH:16]=[CH:17][C:12]([O:11][C:10]2[CH:9]=[C:8]([CH:26]=[CH:25][CH:24]=2)[CH:7]=[C:4]2[CH2:5][CH2:6][N:1]([C:34]([NH:33][C:29]3[N:28]=[N:27][CH:32]=[CH:31][CH:30]=3)=[O:35])[CH2:2][CH2:3]2)=[N:13][CH:14]=1. (2) Given the reactants [F:1][C:2]([F:38])([F:37])[C:3]1[CH:4]=[C:5]([C@H:13]2[O:17][C:16](=[O:18])[N:15]([CH2:19][C:20]3[CH:25]=[C:24]([C:26]([F:29])([F:28])[F:27])[CH:23]=[CH:22][C:21]=3[C:30]3[S:31][CH:32]=[C:33](Br)[N:34]=3)[C@H:14]2[CH3:36])[CH:6]=[C:7]([C:9]([F:12])([F:11])[F:10])[CH:8]=1.[CH3:39][C:40]1[CH:41]=[C:42]([CH:47]=[CH:48][C:49]=1B1OC(C)(C)C(C)(C)O1)[C:43]([O:45][CH3:46])=[O:44].C([O-])([O-])=O.[K+].[K+], predict the reaction product. The product is: [F:1][C:2]([F:38])([F:37])[C:3]1[CH:4]=[C:5]([C@H:13]2[O:17][C:16](=[O:18])[N:15]([CH2:19][C:20]3[CH:25]=[C:24]([C:26]([F:29])([F:28])[F:27])[CH:23]=[CH:22][C:21]=3[C:30]3[S:31][CH:32]=[C:33]([C:49]4[CH:48]=[CH:47][C:42]([C:43]([O:45][CH3:46])=[O:44])=[CH:41][C:40]=4[CH3:39])[N:34]=3)[C@H:14]2[CH3:36])[CH:6]=[C:7]([C:9]([F:12])([F:11])[F:10])[CH:8]=1. (3) Given the reactants [Cl:1][C:2]1[CH:7]=[CH:6][C:5]([CH:8]=[CH:9][CH2:10][NH:11][C:12](=[O:26])[CH:13]=[CH:14][C:15]([CH3:25])=[CH:16][C:17]2[CH:22]=[CH:21][C:20]([Cl:23])=[CH:19][C:18]=2[Cl:24])=[CH:4][CH:3]=1.CCN(CC)CC.[CH3:34][C:35]([O:38][C:39](O[C:39]([O:38][C:35]([CH3:37])([CH3:36])[CH3:34])=[O:40])=[O:40])([CH3:37])[CH3:36], predict the reaction product. The product is: [C:35]([O:38][C:39](=[O:40])[N:11]([CH2:10][CH:9]=[CH:8][C:5]1[CH:4]=[CH:3][C:2]([Cl:1])=[CH:7][CH:6]=1)[C:12](=[O:26])[CH:13]=[CH:14][C:15]([CH3:25])=[CH:16][C:17]1[CH:22]=[CH:21][C:20]([Cl:23])=[CH:19][C:18]=1[Cl:24])([CH3:37])([CH3:36])[CH3:34]. (4) Given the reactants Br[C:2]1[S:3][C:4](Br)=[CH:5][C:6]=1[CH2:7][CH2:8][CH2:9][CH2:10][CH2:11][C:12]([O:14][N:15]1[C:19](=[O:20])[CH2:18][CH2:17][C:16]1=[O:21])=[O:13].C([Sn](CCCC)(CCCC)[C:28]1[S:29][CH:30]=[C:31]2[O:36][CH2:35][CH2:34][O:33][C:32]=12)CCC, predict the reaction product. The product is: [CH2:34]1[CH2:35][O:36][C:31]2[C:32](=[C:28]([C:2]3[S:3][C:4]([C:30]4[S:29][CH:28]=[C:32]5[O:33][CH2:34][CH2:35][O:36][C:31]=45)=[CH:5][C:6]=3[CH2:7][CH2:8][CH2:9][CH2:10][CH2:11][C:12]([O:14][N:15]3[C:19](=[O:20])[CH2:18][CH2:17][C:16]3=[O:21])=[O:13])[S:29][CH:30]=2)[O:33]1. (5) Given the reactants [Cl:1][C:2]1[C:7]([N+:8]([O-:10])=[O:9])=[C:6]([CH3:11])[CH:5]=[CH:4][N:3]=1.C(N)(N)=[O:13].OO.FC(F)(F)C(OC(=O)C(F)(F)F)=O, predict the reaction product. The product is: [Cl:1][C:2]1[C:7]([N+:8]([O-:10])=[O:9])=[C:6]([CH3:11])[CH:5]=[CH:4][N+:3]=1[O-:13]. (6) The product is: [NH2:1][C:2](=[O:40])[C:3]([CH3:38])([CH3:39])[CH2:4][NH:5][C:6]([C:8]1[S:9][C:10]([C:20]2[CH:25]=[CH:24][C:23]([C:26]([OH:35])([C:31]([F:32])([F:33])[F:34])[C:27]([F:28])([F:29])[F:30])=[C:22]([Cl:36])[C:21]=2[Cl:37])=[C:11]([C:13]([N:43]2[CH2:44][CH2:45][CH2:46][CH2:47][C@@H:42]2[CH3:41])=[O:14])[N:12]=1)=[O:7]. Given the reactants [NH2:1][C:2](=[O:40])[C:3]([CH3:39])([CH3:38])[CH2:4][NH:5][C:6]([C:8]1[S:9][C:10]([C:20]2[CH:25]=[CH:24][C:23]([C:26]([OH:35])([C:31]([F:34])([F:33])[F:32])[C:27]([F:30])([F:29])[F:28])=[C:22]([Cl:36])[C:21]=2[Cl:37])=[C:11]([C:13](OC(C)(C)C)=[O:14])[N:12]=1)=[O:7].[CH3:41][C@H:42]1[CH2:47][CH2:46][CH2:45][CH2:44][NH:43]1, predict the reaction product. (7) The product is: [CH2:1]([O:3][C:4]([N:6]1[C:15]2[C:10](=[N:11][C:12]([O:16][CH3:17])=[CH:13][CH:14]=2)[C@@H:9]([NH:18][C:19]2[N:24]=[C:23]([CH2:25][C:26]3[CH:27]=[C:28]([C:36]([F:39])([F:37])[F:38])[CH:29]=[C:30]([C:32]([F:33])([F:34])[F:35])[CH:31]=3)[C:22]([CH2:40][OH:41])=[CH:21][N:20]=2)[CH2:8][C@H:7]1[CH2:43][CH3:44])=[O:5])[CH3:2]. Given the reactants [CH2:1]([O:3][C:4]([N:6]1[C:15]2[C:10](=[N:11][C:12]([O:16][CH3:17])=[CH:13][CH:14]=2)[C@@H:9]([NH:18][C:19]2[N:24]=[C:23]([CH2:25][C:26]3[CH:31]=[C:30]([C:32]([F:35])([F:34])[F:33])[CH:29]=[C:28]([C:36]([F:39])([F:38])[F:37])[CH:27]=3)[C:22]([C:40](O)=[O:41])=[CH:21][N:20]=2)[CH2:8][C@H:7]1[CH2:43][CH3:44])=[O:5])[CH3:2].ClC(OCC)=O.C(N(CC)CC)C, predict the reaction product. (8) Given the reactants CS(O[CH2:6][C:7]1[C:12]([C:13]([F:16])([F:15])[F:14])=[CH:11][C:10]([C:17](=[O:32])[NH:18][CH2:19][C:20]2[CH:25]=[C:24]([Cl:26])[CH:23]=[CH:22][C:21]=2[S:27]([CH2:30][CH3:31])(=[O:29])=[O:28])=[CH:9][C:8]=1[Cl:33])(=O)=O.Cl.Cl.[NH:36]1[CH2:41][CH2:40][CH2:39][C@H:38]([NH:42][C:43]([C:45]2[CH:50]=[CH:49][CH:48]=[CH:47][N:46]=2)=[O:44])[CH2:37]1.C(=O)([O-])[O-].[K+].[K+], predict the reaction product. The product is: [Cl:33][C:8]1[CH:9]=[C:10]([C:17](=[O:32])[NH:18][CH2:19][C:20]2[CH:25]=[C:24]([Cl:26])[CH:23]=[CH:22][C:21]=2[S:27]([CH2:30][CH3:31])(=[O:28])=[O:29])[CH:11]=[C:12]([C:13]([F:14])([F:15])[F:16])[C:7]=1[CH2:6][N:36]1[CH2:41][CH2:40][CH2:39][C@H:38]([NH:42][C:43]([C:45]2[CH:50]=[CH:49][CH:48]=[CH:47][N:46]=2)=[O:44])[CH2:37]1. (9) Given the reactants [F:1][C:2]1[CH:7]=[CH:6][C:5]([CH3:8])=[C:4]([N+:9]([O-:11])=[O:10])[CH:3]=1.S(=O)(=O)(O)O.[Br:17]N1C(=O)CCC1=O.O, predict the reaction product. The product is: [Br:17][C:6]1[CH:7]=[C:2]([F:1])[CH:3]=[C:4]([N+:9]([O-:11])=[O:10])[C:5]=1[CH3:8]. (10) Given the reactants [OH:1][CH2:2][C:3]1[CH:12]=[CH:11][C:6]([C:7]([O:9][CH3:10])=[O:8])=[CH:5][CH:4]=1.[C:13](Cl)(Cl)=[O:14].[Cl:17][C:18]1[CH:23]=[C:22]2[NH:24][C:25](=[O:44])[C:26]3([CH:30]([CH2:31][C:32]([CH3:35])([CH3:34])[CH3:33])[CH2:29][NH:28][CH:27]3[C:36]3[CH:41]=[CH:40][CH:39]=[C:38]([Cl:42])[C:37]=3[F:43])[C:21]2=[CH:20][CH:19]=1.C(N(CC)CC)C, predict the reaction product. The product is: [CH3:10][O:9][C:7]([C:6]1[CH:5]=[CH:4][C:3]([CH2:2][O:1][C:13]([N:28]2[CH2:29][CH:30]([CH2:31][C:32]([CH3:34])([CH3:35])[CH3:33])[C:26]3([C:21]4[C:22](=[CH:23][C:18]([Cl:17])=[CH:19][CH:20]=4)[NH:24][C:25]3=[O:44])[CH:27]2[C:36]2[CH:41]=[CH:40][CH:39]=[C:38]([Cl:42])[C:37]=2[F:43])=[O:14])=[CH:12][CH:11]=1)=[O:8].